From a dataset of Reaction yield outcomes from USPTO patents with 853,638 reactions. Predict the reaction yield, written as a fraction of the theoretical maximum amount of product (1.0 means a 100% yield; for example, 0.34 means a 34% yield). (1) The reactants are [Br:1][C:2]1[CH:3]=[C:4]([C:10]([C:13]2[C:18]([Cl:19])=[CH:17][C:16]([C:20]([F:23])([F:22])[F:21])=[CH:15][N:14]=2)=[N:11][OH:12])[CH:5]=[CH:6][C:7]=1[O:8][CH3:9].Br[CH2:25][C:26]1[N:31]=[C:30]([N:32]2[C:40](=[O:41])[C:39]3[C:34](=[CH:35][CH:36]=[CH:37][CH:38]=3)[C:33]2=[O:42])[CH:29]=[CH:28][CH:27]=1.C(=O)([O-])[O-].[Cs+].[Cs+].[I-].[K+]. The catalyst is C(#N)C.C(OCC)(=O)C.O. The product is [Br:1][C:2]1[CH:3]=[C:4]([C:10](=[N:11][O:12][CH2:25][C:26]2[N:31]=[C:30]([N:32]3[C:33](=[O:42])[C:34]4[C:39](=[CH:38][CH:37]=[CH:36][CH:35]=4)[C:40]3=[O:41])[CH:29]=[CH:28][CH:27]=2)[C:13]2[C:18]([Cl:19])=[CH:17][C:16]([C:20]([F:23])([F:22])[F:21])=[CH:15][N:14]=2)[CH:5]=[CH:6][C:7]=1[O:8][CH3:9]. The yield is 0.940. (2) The reactants are [C:1]([NH:4][C:5]1[CH:13]=[CH:12][CH:11]=[C:10]2[C:6]=1[C:7](=[O:33])[N:8]([CH:15]([C:20]1[CH:25]=[CH:24][C:23]([O:26][CH:27]([F:29])[F:28])=[C:22]([O:30][CH2:31][CH3:32])[CH:21]=1)[CH2:16][C:17](O)=[O:18])[C:9]2=[O:14])(=[O:3])[CH3:2].C1N=[CH:37][N:36](C(N2C=NC=C2)=O)[CH:35]=1.CNC. The catalyst is C1COCC1. The product is [C:1]([NH:4][C:5]1[CH:13]=[CH:12][CH:11]=[C:10]2[C:6]=1[C:7](=[O:33])[N:8]([CH:15]([C:20]1[CH:25]=[CH:24][C:23]([O:26][CH:27]([F:28])[F:29])=[C:22]([O:30][CH2:31][CH3:32])[CH:21]=1)[CH2:16][C:17]([N:36]([CH3:37])[CH3:35])=[O:18])[C:9]2=[O:14])(=[O:3])[CH3:2]. The yield is 0.670. (3) The catalyst is ClCCl. The yield is 0.960. The product is [F:40][C:41]([F:46])([F:45])[C:42]([OH:44])=[O:43].[N:35]([CH2:34][CH2:33][C:32]([CH3:39])([CH3:38])[CH2:31][CH:10]1[NH:9][CH:8]([C:6]([OH:7])=[O:5])[CH:12]([C:13]2[CH:18]=[CH:17][CH:16]=[C:15]([Cl:19])[C:14]=2[F:20])[C:11]1([C:23]1[CH:28]=[CH:27][C:26]([Cl:29])=[CH:25][C:24]=1[F:30])[C:21]#[N:22])=[N+:36]=[N-:37]. The reactants are C([O:5][C:6]([CH:8]1[CH:12]([C:13]2[CH:18]=[CH:17][CH:16]=[C:15]([Cl:19])[C:14]=2[F:20])[C:11]([C:23]2[CH:28]=[CH:27][C:26]([Cl:29])=[CH:25][C:24]=2[F:30])([C:21]#[N:22])[CH:10]([CH2:31][C:32]([CH3:39])([CH3:38])[CH2:33][CH2:34][N:35]=[N+:36]=[N-:37])[NH:9]1)=[O:7])(C)(C)C.[F:40][C:41]([F:46])([F:45])[C:42]([OH:44])=[O:43]. (4) The catalyst is C(O)(=O)C. The product is [CH3:5][C:3]([CH3:4])([C:2]1[S:14][CH:16]=[CH:17][N:1]=1)[NH2:6]. The yield is 0.650. The reactants are [NH2:1][C:2](=[S:14])[C:3]([NH:6]C(=O)OC(C)(C)C)([CH3:5])[CH3:4].Br[CH2:16][CH:17](OC)OC.CC1C=CC(S(O)(=O)=O)=CC=1. (5) The reactants are [F:1][C:2]1[CH:10]=[CH:9][CH:8]=[CH:7][C:3]=1[C:4]([NH2:6])=[O:5].[Cl:11][CH2:12][C:13]([CH2:15]Cl)=O. The catalyst is CCOC(C)=O. The product is [Cl:11][CH2:12][C:13]1[N:6]=[C:4]([C:3]2[CH:7]=[CH:8][CH:9]=[CH:10][C:2]=2[F:1])[O:5][CH:15]=1. The yield is 0.660. (6) The reactants are [F:1][C:2]1[CH:7]=[CH:6][C:5]([N:8]2[C:13]([CH3:14])=[CH:12][CH:11]=[C:10]([C:15]#N)[C:9]2=[O:17])=[C:4]([CH3:18])[CH:3]=1.S(=O)(=O)(O)[OH:20].[OH-:24].[Na+]. The catalyst is O. The product is [F:1][C:2]1[CH:7]=[CH:6][C:5]([N:8]2[C:13]([CH3:14])=[CH:12][CH:11]=[C:10]([C:15]([OH:20])=[O:24])[C:9]2=[O:17])=[C:4]([CH3:18])[CH:3]=1. The yield is 0.750. (7) The reactants are Br[C:2]1[CH:7]=[CH:6][C:5]([O:8][CH3:9])=[CH:4][CH:3]=1.[Li]CCCC.CON(C)[C:18]([CH:20]1[CH2:25][CH2:24][O:23][CH2:22][CH2:21]1)=[O:19]. The catalyst is C1COCC1. The product is [CH3:9][O:8][C:5]1[CH:6]=[CH:7][C:2]([C:18]([CH:20]2[CH2:25][CH2:24][O:23][CH2:22][CH2:21]2)=[O:19])=[CH:3][CH:4]=1. The yield is 0.800. (8) The reactants are [NH2:1][C:2]1[CH:7]=[N:6][CH:5]=[CH:4][N:3]=1.[N+:8]([C:10]1[CH:19]=[CH:18][C:13]2[O:14][CH2:15][CH2:16][O:17][C:12]=2[CH:11]=1)#[C-:9].[F:20][C:21]1[CH:26]=[CH:25][CH:24]=[C:23]([CH:27]=O)[N:22]=1.[Cl-].[In+3].[Cl-].[Cl-]. The catalyst is C1(C)C=CC=CC=1. The product is [O:14]1[CH2:15][CH2:16][O:17][C:12]2[CH:11]=[C:10]([NH:8][C:9]3[N:3]4[CH:4]=[CH:5][N:6]=[CH:7][C:2]4=[N:1][C:27]=3[C:23]3[CH:24]=[CH:25][CH:26]=[C:21]([F:20])[N:22]=3)[CH:19]=[CH:18][C:13]1=2. The yield is 0.160.